The task is: Predict the product of the given reaction.. This data is from Forward reaction prediction with 1.9M reactions from USPTO patents (1976-2016). (1) Given the reactants [C:1]([C:3]1[S:4][CH:5]=[C:6]([C:9]2[C:14]([CH3:15])=[CH:13][C:12]([CH3:16])=[CH:11][C:10]=2[CH3:17])[C:7]=1[NH2:8])#[N:2].[C:18](OC(=O)C)(=[O:20])[CH3:19].C(OCC)(=O)C.C([O-])(O)=O.[Na+], predict the reaction product. The product is: [C:1]([C:3]1[S:4][CH:5]=[C:6]([C:9]2[C:10]([CH3:17])=[CH:11][C:12]([CH3:16])=[CH:13][C:14]=2[CH3:15])[C:7]=1[NH:8][C:18](=[O:20])[CH3:19])#[N:2]. (2) The product is: [F:23][C:17]1[C:16]([CH3:24])=[C:15]([N:11]2[C:12](=[O:14])[CH2:13][C@H:9]([OH:8])[C@@H:10]2[CH3:25])[CH:22]=[CH:21][C:18]=1[C:19]#[N:20]. Given the reactants [Si]([O:8][C@H:9]1[CH2:13][C:12](=[O:14])[N:11]([C:15]2[CH:22]=[CH:21][C:18]([C:19]#[N:20])=[C:17]([F:23])[C:16]=2[CH3:24])[C@H:10]1[CH3:25])(C(C)(C)C)(C)C.[F-].C([N+](CCCC)(CCCC)CCCC)CCC.C1COCC1.O, predict the reaction product. (3) Given the reactants [Si](O[C@@H:9]1[CH2:13][C:12](=[O:14])[C@H:11]([CH2:15][CH2:16][C:17]2[CH:26]=[CH:25][C:20]([C:21]([O:23][CH3:24])=[O:22])=[CH:19][CH:18]=2)[C@H:10]1/[CH:27]=[CH:28]/[CH:29]([O:41][Si](C(C)(C)C)(C)C)[CH2:30][C:31]1[CH:40]=[CH:39][C:38]2[C:33](=[CH:34][CH:35]=[CH:36][CH:37]=2)[CH:32]=1)(C(C)(C)C)(C)C.C1(C)C=CC=CC=1, predict the reaction product. The product is: [OH:41][CH:29]([CH2:30][C:31]1[CH:40]=[CH:39][C:38]2[C:33](=[CH:34][CH:35]=[CH:36][CH:37]=2)[CH:32]=1)/[CH:28]=[CH:27]/[C@H:10]1[CH:9]=[CH:13][C:12](=[O:14])[C@@H:11]1[CH2:15][CH2:16][C:17]1[CH:26]=[CH:25][C:20]([C:21]([O:23][CH3:24])=[O:22])=[CH:19][CH:18]=1. (4) Given the reactants Cl[C:2]1[N:7]=[C:6]([C:8]2[CH:13]=[CH:12][CH:11]=[C:10]([F:14])[N:9]=2)[C:5]([Cl:15])=[CH:4][N:3]=1.[C@H:16]1([NH2:23])[CH2:21][CH2:20][C@H:19]([NH2:22])[CH2:18][CH2:17]1, predict the reaction product. The product is: [Cl:15][C:5]1[C:6]([C:8]2[CH:13]=[CH:12][CH:11]=[C:10]([F:14])[N:9]=2)=[N:7][C:2]([NH:22][C@H:19]2[CH2:20][CH2:21][C@H:16]([NH2:23])[CH2:17][CH2:18]2)=[N:3][CH:4]=1. (5) Given the reactants [F:1][C:2]1[CH:23]=[CH:22][CH:21]=[C:20]([F:24])[C:3]=1[CH2:4][O:5][C:6]1[C:7]2[N:8]([C:13]([C:17](O)=[O:18])=[C:14]([CH3:16])[N:15]=2)[CH:9]=[C:10]([CH3:12])[N:11]=1.[CH3:25][C@H:26]([NH2:31])[CH2:27][CH2:28][CH2:29][CH3:30].C(N(CC)C(C)C)(C)C.CN(C(ON1N=NC2C=CC=NC1=2)=[N+](C)C)C.F[P-](F)(F)(F)(F)F, predict the reaction product. The product is: [F:24][C:20]1[CH:21]=[CH:22][CH:23]=[C:2]([F:1])[C:3]=1[CH2:4][O:5][C:6]1[C:7]2[N:8]([C:13]([C:17]([NH:31][C@H:26]([CH2:27][CH2:28][CH2:29][CH3:30])[CH3:25])=[O:18])=[C:14]([CH3:16])[N:15]=2)[CH:9]=[C:10]([CH3:12])[N:11]=1. (6) Given the reactants Br[C:2]1[CH:7]=[CH:6][C:5]([CH2:8][CH2:9][CH2:10][CH3:11])=[CH:4][CH:3]=1.[CH3:12][O:13][C:14]([C:16]1[CH:21]=[CH:20][C:19](B(O)O)=[CH:18][CH:17]=1)=[O:15].C([O-])([O-])=O.[Na+].[Na+].N#N, predict the reaction product. The product is: [CH2:8]([C:5]1[CH:6]=[CH:7][C:2]([C:19]2[CH:20]=[CH:21][C:16]([C:14]([O:13][CH3:12])=[O:15])=[CH:17][CH:18]=2)=[CH:3][CH:4]=1)[CH2:9][CH2:10][CH3:11]. (7) Given the reactants C(OC([N:8]1[CH2:13][CH2:12][CH:11]([O:14][C:15]2[CH:27]=[C:26]3[C:18]([N:19]4[C:24](=[CH:25]3)[C:23](=[O:28])[NH:22][CH2:21][CH2:20]4)=[N:17][CH:16]=2)[CH2:10][CH2:9]1)=O)(C)(C)C.FC(F)(F)C(O)=O, predict the reaction product. The product is: [NH:8]1[CH2:9][CH2:10][CH:11]([O:14][C:15]2[CH:27]=[C:26]3[C:18]([N:19]4[C:24](=[CH:25]3)[C:23](=[O:28])[NH:22][CH2:21][CH2:20]4)=[N:17][CH:16]=2)[CH2:12][CH2:13]1. (8) Given the reactants C[O:2][CH2:3][C@@H:4]([O:6][C:7]1[N:12]=[CH:11][C:10]([C:13]2[C:14]([CH3:32])=[N:15][CH:16]=[C:17]([NH:19][C:20](=[O:31])[C:21]3[CH:26]=[CH:25][CH:24]=[C:23]([C:27]([F:30])([F:29])[F:28])[CH:22]=3)[CH:18]=2)=[CH:9][C:8]=1[N:33]1[CH2:38][CH2:37][O:36][CH2:35][CH2:34]1)[CH3:5].B(Br)(Br)Br, predict the reaction product. The product is: [OH:2][CH2:3][C@@H:4]([O:6][C:7]1[N:12]=[CH:11][C:10]([C:13]2[C:14]([CH3:32])=[N:15][CH:16]=[C:17]([NH:19][C:20](=[O:31])[C:21]3[CH:26]=[CH:25][CH:24]=[C:23]([C:27]([F:28])([F:29])[F:30])[CH:22]=3)[CH:18]=2)=[CH:9][C:8]=1[N:33]1[CH2:38][CH2:37][O:36][CH2:35][CH2:34]1)[CH3:5]. (9) Given the reactants [Cl:1][C:2]1[CH:3]=[C:4]([CH2:14][N:15]2[C:19]([CH3:20])=[CH:18][C:17]([NH:21][C:22](=[O:31])[C:23]3[CH:28]=[CH:27][C:26]([CH2:29][OH:30])=[CH:25][CH:24]=3)=[N:16]2)[C:5]2[O:9][C:8]([CH:10]([CH3:12])[CH3:11])=[CH:7][C:6]=2[CH:13]=1.CC(OI1(OC(C)=O)(OC(C)=O)OC(=O)C2C=CC=CC1=2)=O, predict the reaction product. The product is: [Cl:1][C:2]1[CH:3]=[C:4]([CH2:14][N:15]2[C:19]([CH3:20])=[CH:18][C:17]([NH:21][C:22](=[O:31])[C:23]3[CH:24]=[CH:25][C:26]([CH:29]=[O:30])=[CH:27][CH:28]=3)=[N:16]2)[C:5]2[O:9][C:8]([CH:10]([CH3:11])[CH3:12])=[CH:7][C:6]=2[CH:13]=1. (10) Given the reactants [CH:1]1([NH2:11])[C:10]2[C:5](=[CH:6][CH:7]=[CH:8][CH:9]=2)[CH2:4][CH2:3][CH2:2]1.Cl[C:13](OC1C=CC([N+]([O-])=O)=CC=1)=[O:14].C(N(CC)CC)C.[Cl:32][C:33]1[CH:42]=[C:41]2[C:36]([C:37]([N:43]3[CH2:48][CH2:47][NH:46][CH2:45][CH2:44]3)=[CH:38][CH:39]=[N:40]2)=[CH:35][CH:34]=1, predict the reaction product. The product is: [Cl:32][C:33]1[CH:42]=[C:41]2[C:36]([C:37]([N:43]3[CH2:48][CH2:47][N:46]([C:13]([NH:11][CH:1]4[C:10]5[C:5](=[CH:6][CH:7]=[CH:8][CH:9]=5)[CH2:4][CH2:3][CH2:2]4)=[O:14])[CH2:45][CH2:44]3)=[CH:38][CH:39]=[N:40]2)=[CH:35][CH:34]=1.